This data is from Full USPTO retrosynthesis dataset with 1.9M reactions from patents (1976-2016). The task is: Predict the reactants needed to synthesize the given product. (1) Given the product [Cl:22][C:16]1[CH:15]=[C:14]2[C:19]([C:20](=[O:21])[C:11]([CH2:10][NH:9][C:7]([C:4]3[S:3][C:2]([N:33]4[CH2:34][CH2:35][N:30]([CH3:29])[CH2:31][CH2:32]4)=[N:6][CH:5]=3)=[O:8])=[CH:12][N:13]2[C:23]2[CH:28]=[CH:27][CH:26]=[CH:25][CH:24]=2)=[CH:18][CH:17]=1, predict the reactants needed to synthesize it. The reactants are: Br[C:2]1[S:3][C:4]([C:7]([NH:9][CH2:10][C:11]2[C:20](=[O:21])[C:19]3[C:14](=[CH:15][C:16]([Cl:22])=[CH:17][CH:18]=3)[N:13]([C:23]3[CH:28]=[CH:27][CH:26]=[CH:25][CH:24]=3)[CH:12]=2)=[O:8])=[CH:5][N:6]=1.[CH3:29][N:30]1[CH2:35][CH2:34][NH:33][CH2:32][CH2:31]1. (2) Given the product [N:19]1[CH:20]=[CH:21][CH:22]=[CH:23][C:18]=1[N:12]1[CH2:13][CH2:14][C:9]2=[N:8][N:7]([C:3]3[CH:2]=[N:1][CH:6]=[CH:5][CH:4]=3)[CH:16]=[C:10]2[C:11]1=[O:15], predict the reactants needed to synthesize it. The reactants are: [N:1]1[CH:6]=[CH:5][CH:4]=[C:3]([N:7]2[CH:16]=[C:10]3[C:11](=[O:15])[NH:12][CH2:13][CH2:14][C:9]3=[N:8]2)[CH:2]=1.Br[C:18]1[CH:23]=[CH:22][CH:21]=[CH:20][N:19]=1.C(=O)([O-])[O-].[Cs+].[Cs+].N[C@@H]1CCCC[C@H]1N. (3) The reactants are: [NH2:1][C:2](=[O:41])[CH2:3][C:4]1[CH:40]=[CH:39][CH:38]=[CH:37][C:5]=1[CH2:6][CH2:7][C:8]1[C:13]([C:14]([F:17])([F:16])[F:15])=[CH:12][N:11]=[C:10]([NH:18][C:19]2[CH:24]=[CH:23][C:22]([CH:25]3[CH2:29][CH2:28][N:27](C(OC(C)(C)C)=O)[CH2:26]3)=[CH:21][CH:20]=2)[N:9]=1.C(O)(C(F)(F)F)=O. Given the product [NH:27]1[CH2:28][CH2:29][CH:25]([C:22]2[CH:23]=[CH:24][C:19]([NH:18][C:10]3[N:9]=[C:8]([CH2:7][CH2:6][C:5]4[CH:37]=[CH:38][CH:39]=[CH:40][C:4]=4[CH2:3][C:2]([NH2:1])=[O:41])[C:13]([C:14]([F:17])([F:15])[F:16])=[CH:12][N:11]=3)=[CH:20][CH:21]=2)[CH2:26]1, predict the reactants needed to synthesize it. (4) Given the product [Br:3][C:4]1[CH:9]=[CH:8][C:7]([CH2:10][C@@H:11]([NH:15][C:16](=[O:17])[O:18][C:19]([CH3:22])([CH3:21])[CH3:20])[C:12]2[NH:60][C:57]3[CH:58]=[CH:59][C:54]([CH3:53])=[CH:55][C:56]=3[N:61]=2)=[CH:6][CH:5]=1, predict the reactants needed to synthesize it. The reactants are: N#N.[Br:3][C:4]1[CH:9]=[CH:8][C:7]([CH2:10][C@@H:11]([NH:15][C:16]([O:18][C:19]([CH3:22])([CH3:21])[CH3:20])=[O:17])[C:12](O)=O)=[CH:6][CH:5]=1.C(N1CCOCC1)C.CN(C(ON1N=NC2C=CC=CC1=2)=[N+](C)C)C.[B-](F)(F)(F)F.[CH3:53][C:54]1[CH:55]=[C:56]([NH2:61])[C:57]([NH2:60])=[CH:58][CH:59]=1. (5) Given the product [CH:21]([C:20]1[CH:23]=[CH:24][CH:25]=[CH:26][C:19]=1[C:9]1[CH:10]=[CH:11][C:12]([C:15]#[N:16])=[N:13][CH:14]=1)=[O:22], predict the reactants needed to synthesize it. The reactants are: CC1(C)C(C)(C)OB([C:9]2[CH:10]=[CH:11][C:12]([C:15]#[N:16])=[N:13][CH:14]=2)O1.Br[C:19]1[CH:26]=[CH:25][CH:24]=[CH:23][C:20]=1[CH:21]=[O:22].C(#N)C.C(=O)([O-])[O-].[Na+].[Na+]. (6) Given the product [Br:20][C:18]1[CH:17]=[CH:16][C:15]([O:21][CH3:22])=[C:14]([S:11]([NH:10][C:8]2[CH:7]=[N:6][CH:5]=[C:4]([CH:9]=2)[C:3]([NH2:25])=[O:2])(=[O:13])=[O:12])[CH:19]=1, predict the reactants needed to synthesize it. The reactants are: C[O:2][C:3](=O)[C:4]1[CH:9]=[C:8]([NH:10][S:11]([C:14]2[CH:19]=[C:18]([Br:20])[CH:17]=[CH:16][C:15]=2[O:21][CH3:22])(=[O:13])=[O:12])[CH:7]=[N:6][CH:5]=1.[OH-].[NH4+:25].